This data is from NCI-60 drug combinations with 297,098 pairs across 59 cell lines. The task is: Regression. Given two drug SMILES strings and cell line genomic features, predict the synergy score measuring deviation from expected non-interaction effect. Drug 1: CC1=CC=C(C=C1)C2=CC(=NN2C3=CC=C(C=C3)S(=O)(=O)N)C(F)(F)F. Drug 2: C1CN(P(=O)(OC1)NCCCl)CCCl. Cell line: DU-145. Synergy scores: CSS=-6.10, Synergy_ZIP=4.23, Synergy_Bliss=3.16, Synergy_Loewe=-5.07, Synergy_HSA=-4.19.